From a dataset of Catalyst prediction with 721,799 reactions and 888 catalyst types from USPTO. Predict which catalyst facilitates the given reaction. (1) Reactant: [CH3:1][N:2]1[CH2:11][CH2:10][C:9]2[C:4](=[CH:5][C:6]([N+:14]([O-:16])=[O:15])=[C:7]([O:12][CH3:13])[CH:8]=2)[C:3]1=O. Product: [CH3:13][O:12][C:7]1[CH:8]=[C:9]2[C:4](=[CH:5][C:6]=1[N+:14]([O-:16])=[O:15])[CH2:3][N:2]([CH3:1])[CH2:11][CH2:10]2. The catalyst class is: 1. (2) The catalyst class is: 13. Product: [F:1][C:2]1[CH:12]=[CH:11][CH:10]=[C:9]([F:13])[C:3]=1[C:4]([NH:6][C:7](=[O:8])[N:17]([C:16]1[CH:19]=[CH:20][C:21]([S:23][C:24]([F:33])([F:32])[C:25]([F:30])([F:31])[C:26]([F:27])([F:28])[F:29])=[CH:22][C:15]=1[F:14])[CH3:18])=[O:5]. Reactant: [F:1][C:2]1[CH:12]=[CH:11][CH:10]=[C:9]([F:13])[C:3]=1[C:4]([N:6]=[C:7]=[O:8])=[O:5].[F:14][C:15]1[CH:22]=[C:21]([S:23][C:24]([F:33])([F:32])[C:25]([F:31])([F:30])[C:26]([F:29])([F:28])[F:27])[CH:20]=[CH:19][C:16]=1[NH:17][CH3:18]. (3) Reactant: C([O:4][C:5]1[CH:21]=[CH:20][C:8]([C:9]([O:11][CH2:12][CH:13]([CH2:17][C:18]#[CH:19])[CH2:14][C:15]#[CH:16])=[O:10])=[CH:7][CH:6]=1)(=O)C.O.CCOC(C)=O. Product: [OH:4][C:5]1[CH:6]=[CH:7][C:8]([C:9]([O:11][CH2:12][CH:13]([CH2:14][C:15]#[CH:16])[CH2:17][C:18]#[CH:19])=[O:10])=[CH:20][CH:21]=1. The catalyst class is: 5. (4) Reactant: [F:1][C:2]1[CH:7]=[C:6]([F:8])[CH:5]=[CH:4][C:3]=1[C:9]1[CH:14]=[CH:13][C:12]([C@@H:15]([N:17]2[CH2:22][CH2:21][C@:20]([CH2:30][CH2:31][C:32](O)=[O:33])([C:23]3[CH:28]=[CH:27][C:26]([F:29])=[CH:25][CH:24]=3)[O:19][C:18]2=[O:35])[CH3:16])=[CH:11][CH:10]=1.[CH3:36][S:37]([NH2:40])(=[O:39])=[O:38].C1C=CC2N(O)N=NC=2C=1.CCN=C=NCCCN(C)C.Cl.CCN(C(C)C)C(C)C. Product: [F:1][C:2]1[CH:7]=[C:6]([F:8])[CH:5]=[CH:4][C:3]=1[C:9]1[CH:14]=[CH:13][C:12]([C@@H:15]([N:17]2[CH2:22][CH2:21][C@:20]([CH2:30][CH2:31][C:32]([NH:40][S:37]([CH3:36])(=[O:39])=[O:38])=[O:33])([C:23]3[CH:28]=[CH:27][C:26]([F:29])=[CH:25][CH:24]=3)[O:19][C:18]2=[O:35])[CH3:16])=[CH:11][CH:10]=1. The catalyst class is: 2. (5) Reactant: [CH3:1][O:2][C:3]1[CH:9]=[C:8]([O:10][CH3:11])[CH:7]=[CH:6][C:4]=1[NH2:5].C(N(CC)CC)C.[Cl:19][CH2:20][C:21](Cl)=[O:22]. Product: [Cl:19][CH2:20][C:21]([NH:5][C:4]1[CH:6]=[CH:7][C:8]([O:10][CH3:11])=[CH:9][C:3]=1[O:2][CH3:1])=[O:22]. The catalyst class is: 2. (6) Reactant: [Cl:1][C:2]1[N:11]=[C:10](Cl)[C:9]2[C:4](=[CH:5][C:6]([CH3:13])=[CH:7][CH:8]=2)[N:3]=1.[NH:14]1[CH2:18][CH2:17][C@@H:16]([NH:19][C:20](=[O:26])[O:21][C:22]([CH3:25])([CH3:24])[CH3:23])[CH2:15]1.CCN(CC)CC. Product: [Cl:1][C:2]1[N:11]=[C:10]([N:14]2[CH2:18][CH2:17][C@@H:16]([NH:19][C:20](=[O:26])[O:21][C:22]([CH3:24])([CH3:23])[CH3:25])[CH2:15]2)[C:9]2[C:4](=[CH:5][C:6]([CH3:13])=[CH:7][CH:8]=2)[N:3]=1. The catalyst class is: 4.